This data is from Experimentally validated miRNA-target interactions with 360,000+ pairs, plus equal number of negative samples. The task is: Binary Classification. Given a miRNA mature sequence and a target amino acid sequence, predict their likelihood of interaction. (1) The miRNA is rno-miR-30c-1-3p with sequence CUGGGAGAGGGUUGUUUACUCC. The protein sequence of the target gene is MSVGFIGAGQLAFALAKGFTAAGVLAAHKIMASSPDMDLATVSALRKMGVKLTPHNKETVQHSDVLFLAVKPHIIPFILDEIGADIEDRHIVVSCAAGVTISSIEKKLSAFRPAPRVIRCMTNTPVVVREGATVYATGTHAQVEDGRLMEQLLSSVGFCTEVEEDLIDAVTGLSGSGPAYAFTALDALADGGVKMGLPRRLAVRLGAQALLGAAKMLLHSEQHPGQLKDNVSSPGGATIHALHVLESGGFRSLLINAVEASCIRTRELQSMADQEQVSPAAIKKTILDKVKLDSPAGTAL.... Result: 0 (no interaction). (2) Result: 0 (no interaction). The miRNA is rno-miR-200c-3p with sequence UAAUACUGCCGGGUAAUGAUG. The protein sequence of the target gene is MLQWRRRHCCFAKMTWSPKRSLLRTPLTGVLSLVFLFAMFLFFNHHDWLPGRPGFKENPVTYTFRGFRSTKSETNHSSLRTIWKEVAPQTLRPHTASNSSNTELSPQGVTGLQNTLSANGSIYNEKGTGHPNSYHFKYIINEPEKCQEKSPFLILLIAAEPGQIEARRAIRQTWGNETLAPGIQIIRVFLLGISIKLNGYLQHAIQEESRQYHDIIQQEYLDTYYNLTIKTLMGMNWVATYCPHTPYVMKTDSDMFVNTEYLIHKLLKPDLPPRHNYFTGYLMRGYAPNRNKDSKWYMPP....